This data is from Forward reaction prediction with 1.9M reactions from USPTO patents (1976-2016). The task is: Predict the product of the given reaction. (1) The product is: [C:10]([O:14][C:15]([N:17]1[C:25]2[C:20](=[CH:21][CH:22]=[CH:23][CH:24]=2)[CH2:19][C@H:18]1[CH2:26][O:7][C:1]1[CH:6]=[CH:5][CH:4]=[CH:3][CH:2]=1)=[O:16])([CH3:13])([CH3:11])[CH3:12]. Given the reactants [C:1]1([OH:7])[CH:6]=[CH:5][CH:4]=[CH:3][CH:2]=1.[H-].[Na+].[C:10]([O:14][C:15]([N:17]1[C:25]2[C:20](=[CH:21][CH:22]=[CH:23][CH:24]=2)[CH2:19][C@H:18]1[CH2:26]OS(C1C=CC(C)=CC=1)(=O)=O)=[O:16])([CH3:13])([CH3:12])[CH3:11], predict the reaction product. (2) Given the reactants [C:1]1([C@@H:7]2[CH2:12][CH2:11][C@H:10]([O:13][C:14]3[C:15]([C:31]([F:34])([F:33])[F:32])=[C:16]4[C:21](=[CH:22][CH:23]=3)[CH:20]=[C:19]([C@:24]3([CH3:30])[CH2:28][O:27]C(=O)[NH:25]3)[CH:18]=[CH:17]4)[CH2:9][CH2:8]2)[CH:6]=[CH:5][CH:4]=[CH:3][CH:2]=1.[OH-].[Li+].C(O)C.O, predict the reaction product. The product is: [NH2:25][C@@:24]([C:19]1[CH:18]=[CH:17][C:16]2[C:21](=[CH:22][CH:23]=[C:14]([O:13][C@H:10]3[CH2:9][CH2:8][C@@H:7]([C:1]4[CH:6]=[CH:5][CH:4]=[CH:3][CH:2]=4)[CH2:12][CH2:11]3)[C:15]=2[C:31]([F:33])([F:34])[F:32])[CH:20]=1)([CH3:30])[CH2:28][OH:27]. (3) The product is: [Cl:13][C:14]1[CH:23]=[CH:22][CH:21]=[CH:20][C:15]=1[C:16]1[S:35][C:34]([C:37]([OH:39])=[O:38])=[CH:33][C:32]=1[C:29]1[CH:28]=[CH:27][C:26]([O:25][CH3:24])=[CH:31][CH:30]=1. Given the reactants COC1C=CC(CC(O)=O)=CC=1.[Cl:13][C:14]1[CH:23]=[CH:22][CH:21]=[CH:20][C:15]=1[C:16](OC)=O.[CH3:24][O:25][C:26]1[CH:31]=[CH:30][C:29]([C:32]2[CH:33]=[C:34]([C:37]([O-:39])=[O:38])[S:35]C=2)=[CH:28][CH:27]=1.[OH-].[Na+], predict the reaction product. (4) Given the reactants [F:1][C:2]1[CH:3]=[CH:4][C:5]2[C:11](=[C:12]([C:15]3[CH:20]=[CH:19][CH:18]=[C:17]([N+:21]([O-])=O)[CH:16]=3)[CH2:13][CH3:14])[C:10]3[CH:24]=[CH:25][CH:26]=[N:27][C:9]=3[CH2:8][O:7][C:6]=2[CH:28]=1, predict the reaction product. The product is: [F:1][C:2]1[CH:3]=[CH:4][C:5]2[C:11](=[C:12]([C:15]3[CH:16]=[C:17]([NH2:21])[CH:18]=[CH:19][CH:20]=3)[CH2:13][CH3:14])[C:10]3=[CH:24][CH:25]=[CH:26][NH:27][C:9]3=[CH:8][O:7][C:6]=2[CH:28]=1. (5) Given the reactants [C:1]([C:3]1[N:7]([CH3:8])[C:6](C2C=C3C(=CC=2)NC(=NC#N)C23CCCCC2)=[CH:5]C=1)#N.[CH2:26]([OH:28])[CH3:27], predict the reaction product. The product is: [OH:28][CH2:26][CH2:27][N+:7]([CH3:8])([CH3:3])[CH3:6].[NH:7]([CH2:3][CH3:1])[CH2:6][CH3:5]. (6) Given the reactants CCN(S(F)(F)[F:7])CC.[CH3:10][O:11][C:12]1[CH:13]=[C:14]([CH:36]=[CH:37][C:38]=1[O:39][CH3:40])[CH2:15][N:16]1[C:25](=[O:26])[C:24]2[C:19](=[CH:20][CH:21]=[C:22]([CH2:27]O)[CH:23]=2)[N:18]([CH:29]2[CH2:34][CH2:33][O:32][CH2:31][CH2:30]2)[C:17]1=[O:35].C([O-])(O)=O.[Na+], predict the reaction product. The product is: [CH3:10][O:11][C:12]1[CH:13]=[C:14]([CH:36]=[CH:37][C:38]=1[O:39][CH3:40])[CH2:15][N:16]1[C:25](=[O:26])[C:24]2[C:19](=[CH:20][CH:21]=[C:22]([CH2:27][F:7])[CH:23]=2)[N:18]([CH:29]2[CH2:34][CH2:33][O:32][CH2:31][CH2:30]2)[C:17]1=[O:35]. (7) Given the reactants [Br:1][C:2]1[CH:3]=[CH:4][C:5]2[C:13](=[O:14])[C:12](=[O:15])[C:11]3[N:10]([CH3:16])[C:9]([CH2:17]Br)=[C:8]([C:19]([O:21][CH2:22][CH3:23])=[O:20])[C:7]=3[C:6]=2[CH:24]=1.[CH3:25][NH:26][CH3:27], predict the reaction product. The product is: [Br:1][C:2]1[CH:3]=[CH:4][C:5]2[C:13](=[O:14])[C:12](=[O:15])[C:11]3[N:10]([CH3:16])[C:9]([CH2:17][N:26]([CH3:27])[CH3:25])=[C:8]([C:19]([O:21][CH2:22][CH3:23])=[O:20])[C:7]=3[C:6]=2[CH:24]=1. (8) Given the reactants Cl[C:2]1[C:7]([C:8]2[CH:9]=[C:10]([S:14]([NH2:17])(=[O:16])=[O:15])[CH:11]=[CH:12][CH:13]=2)=[C:6]([C:18]2[CH:23]=[CH:22][C:21]([F:24])=[CH:20][CH:19]=2)[N:5]=[C:4]([C:25]([F:28])([F:27])[F:26])[N:3]=1.[OH:29][C:30]1[CH:40]=[CH:39][C:33]([C:34]([NH:36][O:37][CH3:38])=[O:35])=[CH:32][C:31]=1[O:41][CH3:42].C(=O)([O-])[O-].[K+].[K+], predict the reaction product. The product is: [CH3:42][O:41][C:31]1[CH:32]=[C:33]([CH:39]=[CH:40][C:30]=1[O:29][C:2]1[C:7]([C:8]2[CH:13]=[CH:12][CH:11]=[C:10]([S:14]([NH2:17])(=[O:16])=[O:15])[CH:9]=2)=[C:6]([C:18]2[CH:23]=[CH:22][C:21]([F:24])=[CH:20][CH:19]=2)[N:5]=[C:4]([C:25]([F:28])([F:27])[F:26])[N:3]=1)[C:34]([NH:36][O:37][CH3:38])=[O:35].